Dataset: Forward reaction prediction with 1.9M reactions from USPTO patents (1976-2016). Task: Predict the product of the given reaction. (1) Given the reactants Cl[C:2]1[CH:10]=[C:9]2[C:5]([CH:6]=[N:7][NH:8]2)=[CH:4][C:3]=1[C:11]#[N:12].C(=O)(O)[O-].[Na+].[ClH:18].[NH2:19][OH:20], predict the reaction product. The product is: [Cl:18][C:2]1[CH:10]=[C:9]2[C:5]([CH:6]=[N:7][NH:8]2)=[CH:4][C:3]=1[C:11](=[NH:12])[NH:19][OH:20]. (2) Given the reactants C([C@H:3]([S:7]([C:36]1[CH:41]=[CH:40][CH:39]=[CH:38][CH:37]=1)(=[N:9][C:10]([C:12]1[CH:13]=[N:14][CH:15]=[C:16]([C:18]#[C:19][C:20]2[CH:25]=[CH:24][CH:23]=[C:22]([NH:26][C:27]([C:29]3[N:33]([CH3:34])[N:32]=[C:31]([CH3:35])[CH:30]=3)=[O:28])[CH:21]=2)[CH:17]=1)=[O:11])=[O:8])[C:4]([O-:6])=O)C.[NH2:42][CH2:43][C:44]([NH2:46])=[O:45], predict the reaction product. The product is: [NH2:46][C:44](=[O:45])[CH2:43][NH:42][C:4](=[O:6])[CH2:3][S@:7](=[O:8])([C:36]1[CH:41]=[CH:40][CH:39]=[CH:38][CH:37]=1)=[N:9][C:10](=[O:11])[C:12]1[CH:17]=[C:16]([C:18]#[C:19][C:20]2[CH:25]=[CH:24][CH:23]=[C:22]([NH:26][C:27]([C:29]3[N:33]([CH3:34])[N:32]=[C:31]([CH3:35])[CH:30]=3)=[O:28])[CH:21]=2)[CH:15]=[N:14][CH:13]=1. (3) Given the reactants [Cl:1][C:2]1[CH:31]=[CH:30][CH:29]=[C:28]([C:32]([F:35])([F:34])[F:33])[C:3]=1[C:4]([N:6]1[C:14]2[C:9](=[C:10]([F:15])[CH:11]=[CH:12][CH:13]=2)[C:8]([C:16]2[CH:21]([CH3:22])[CH2:20][CH:19]([C:23]([O:25]CC)=[O:24])[CH2:18][CH:17]=2)=[N:7]1)=[O:5].O[Li].O, predict the reaction product. The product is: [Cl:1][C:2]1[CH:31]=[CH:30][CH:29]=[C:28]([C:32]([F:33])([F:35])[F:34])[C:3]=1[C:4]([N:6]1[C:14]2[C:9](=[C:10]([F:15])[CH:11]=[CH:12][CH:13]=2)[C:8]([C:16]2[CH:21]([CH3:22])[CH2:20][CH:19]([C:23]([OH:25])=[O:24])[CH2:18][CH:17]=2)=[N:7]1)=[O:5]. (4) Given the reactants Cl.[C:2]([C:6]1[N:11]=[CH:10][C:9]([C:12]2[N:13]([C:33]([N:35]3[CH2:40][CH2:39][N:38]([CH2:41][C:42]([OH:44])=O)[CH2:37][CH2:36]3)=[O:34])[C@@:14]([C:26]3[CH:31]=[CH:30][C:29]([Cl:32])=[CH:28][CH:27]=3)([CH3:25])[C@@:15]([C:18]3[CH:23]=[CH:22][C:21]([Cl:24])=[CH:20][CH:19]=3)([CH3:17])[N:16]=2)=[C:8]([O:45][CH2:46][CH3:47])[CH:7]=1)([CH3:5])([CH3:4])[CH3:3].[CH3:48][C:49]1[C:54]([NH2:55])=[CH:53][CH:52]=[C:51]([CH3:56])[N:50]=1, predict the reaction product. The product is: [C:2]([C:6]1[N:11]=[CH:10][C:9]([C:12]2[N:13]([C:33]([N:35]3[CH2:36][CH2:37][N:38]([CH2:41][C:42]([NH:55][C:54]4[C:49]([CH3:48])=[N:50][C:51]([CH3:56])=[CH:52][CH:53]=4)=[O:44])[CH2:39][CH2:40]3)=[O:34])[C@@:14]([C:26]3[CH:31]=[CH:30][C:29]([Cl:32])=[CH:28][CH:27]=3)([CH3:25])[C@@:15]([C:18]3[CH:23]=[CH:22][C:21]([Cl:24])=[CH:20][CH:19]=3)([CH3:17])[N:16]=2)=[C:8]([O:45][CH2:46][CH3:47])[CH:7]=1)([CH3:3])([CH3:5])[CH3:4]. (5) Given the reactants [Cl:1][C:2]1[CH:3]=[CH:4][CH:5]=[C:6]2[C:11]=1[N:10]=[C:9]([NH:12][CH2:13][CH2:14][O:15][CH3:16])[C:8]([C@@H:17]([NH:19][C:20]1[N:25]3[N:26]=[CH:27][CH:28]=[C:24]3[N:23]=[C:22](S(C)(=O)=O)[N:21]=1)[CH3:18])=[CH:7]2.[BH4-].[Na+].O, predict the reaction product. The product is: [Cl:1][C:2]1[CH:3]=[CH:4][CH:5]=[C:6]2[C:11]=1[N:10]=[C:9]([NH:12][CH2:13][CH2:14][O:15][CH3:16])[C:8]([C@@H:17]([NH:19][C:20]1[N:25]3[N:26]=[CH:27][CH:28]=[C:24]3[N:23]=[CH:22][N:21]=1)[CH3:18])=[CH:7]2. (6) The product is: [N+:16]([C:11]1[CH:12]=[CH:13][CH:14]=[CH:15][C:10]=1[S:8][C:5]1[CH:6]=[CH:7][C:2]([F:1])=[CH:3][CH:4]=1)([O-:18])=[O:17]. Given the reactants [F:1][C:2]1[CH:7]=[CH:6][C:5]([SH:8])=[CH:4][CH:3]=1.Cl[C:10]1[CH:15]=[CH:14][CH:13]=[CH:12][C:11]=1[N+:16]([O-:18])=[O:17].[H-].[Na+], predict the reaction product. (7) Given the reactants [CH2:1]1[CH:6]2[CH2:7][C:8]3([NH2:11])[CH2:10][CH:4]([CH2:5]2)[CH2:3][CH:2]1[CH2:9]3.Cl[CH2:13][C:14]1[N:18]=[C:17]([C:19]2[CH:24]=[CH:23][CH:22]=[CH:21][C:20]=2[Cl:25])[O:16][N:15]=1, predict the reaction product. The product is: [Cl:25][C:20]1[CH:21]=[CH:22][CH:23]=[CH:24][C:19]=1[C:17]1[O:16][N:15]=[C:14]([CH2:13][NH:11][C:8]23[CH2:10][CH:4]4[CH2:5][CH:6]([CH2:1][CH:2]([CH2:3]4)[CH2:9]2)[CH2:7]3)[N:18]=1.